Dataset: Catalyst prediction with 721,799 reactions and 888 catalyst types from USPTO. Task: Predict which catalyst facilitates the given reaction. (1) Reactant: CON(C)[C:4](=[O:13])[CH2:5][CH2:6][C:7]1[CH:12]=[CH:11][N:10]=[CH:9][CH:8]=1.[C:15]1([Mg]Br)[CH:20]=[CH:19][CH:18]=[CH:17][CH:16]=1.[Cl-].[NH4+]. Product: [C:15]1([C:4](=[O:13])[CH2:5][CH2:6][C:7]2[CH:12]=[CH:11][N:10]=[CH:9][CH:8]=2)[CH:20]=[CH:19][CH:18]=[CH:17][CH:16]=1. The catalyst class is: 7. (2) Reactant: Br[C:2]1[S:6][C:5]([N:7]2[CH2:12][CH2:11][N:10]([C:13](=[O:24])[C:14]3[CH:19]=[CH:18][CH:17]=[CH:16][C:15]=3[C:20]([F:23])([F:22])[F:21])[CH2:9][CH2:8]2)=[N:4][CH:3]=1.[C:25]([Cu])#[N:26]. Product: [F:21][C:20]([F:23])([F:22])[C:15]1[CH:16]=[CH:17][CH:18]=[CH:19][C:14]=1[C:13]([N:10]1[CH2:11][CH2:12][N:7]([C:5]2[S:6][C:2]([C:25]#[N:26])=[CH:3][N:4]=2)[CH2:8][CH2:9]1)=[O:24]. The catalyst class is: 18. (3) Reactant: [Cl:1][C:2]1[CH:7]=[C:6]([N:8]2[CH2:12][CH2:11][NH:10][C:9]2=[O:13])[CH:5]=[CH:4][N:3]=1.Br[C:15]1[CH:16]=[N:17][CH:18]=[CH:19][C:20]=1[CH:21]1[CH2:25][CH2:24][CH2:23][CH2:22]1.CN[C@@H]1CCCC[C@H]1NC.P([O-])([O-])([O-])=O.[K+].[K+].[K+]. Product: [Cl:1][C:2]1[CH:7]=[C:6]([N:8]2[CH2:12][CH2:11][N:10]([C:15]3[CH:16]=[N:17][CH:18]=[CH:19][C:20]=3[CH:21]3[CH2:25][CH2:24][CH2:23][CH2:22]3)[C:9]2=[O:13])[CH:5]=[CH:4][N:3]=1. The catalyst class is: 246. (4) Reactant: [OH-].[Li+].[CH2:3]([O:5]/[C:6](=[CH:12]\[C:13]1[CH:14]=[N:15][C:16]([C:19]2[CH:24]=[CH:23][CH:22]=[C:21]([N:25]([CH3:36])[C:26]([NH:28][CH2:29][CH2:30][CH2:31][CH2:32][CH2:33][CH2:34][CH3:35])=[O:27])[CH:20]=2)=[CH:17][CH:18]=1)/[C:7]([O:9]CC)=[O:8])[CH3:4].C(O)(=O)C.O. Product: [CH2:3]([O:5]/[C:6](=[CH:12]\[C:13]1[CH:14]=[N:15][C:16]([C:19]2[CH:24]=[CH:23][CH:22]=[C:21]([N:25]([CH3:36])[C:26]([NH:28][CH2:29][CH2:30][CH2:31][CH2:32][CH2:33][CH2:34][CH3:35])=[O:27])[CH:20]=2)=[CH:17][CH:18]=1)/[C:7]([OH:9])=[O:8])[CH3:4]. The catalyst class is: 54. (5) Reactant: [CH2:1]([N:3]1[C:7]2[CH:8]=[CH:9][C:10]([C:12](O)=[O:13])=[CH:11][C:6]=2[N:5]=[C:4]1[NH:15][C:16]1[S:17][C:18]2[CH:24]=[C:23]([C:25]([F:28])([F:27])[F:26])[CH:22]=[CH:21][C:19]=2[N:20]=1)[CH3:2].[NH2:29][CH2:30][C:31]([N:33]([CH3:35])[CH3:34])=[O:32].CN(C(ON1N=NC2C=CC=CC1=2)=[N+](C)C)C.F[P-](F)(F)(F)(F)F.CCN(C(C)C)C(C)C. Product: [CH3:34][N:33]([CH3:35])[C:31]([CH2:30][NH:29][C:12]([C:10]1[CH:9]=[CH:8][C:7]2[N:3]([CH2:1][CH3:2])[C:4]([NH:15][C:16]3[S:17][C:18]4[CH:24]=[C:23]([C:25]([F:27])([F:26])[F:28])[CH:22]=[CH:21][C:19]=4[N:20]=3)=[N:5][C:6]=2[CH:11]=1)=[O:13])=[O:32]. The catalyst class is: 3. (6) Reactant: [O:1]1[C:5]2[CH:6]=[CH:7][CH:8]=[CH:9][C:4]=2[CH:3]=[C:2]1[C:10]([NH:12][C:13]1([C:19]([NH:21][CH:22]2[CH2:27][CH2:26][N:25]([C:28]3[CH:33]=[CH:32][CH:31]=[CH:30][C:29]=3[C:34]#[N:35])[CH2:24][CH:23]2[OH:36])=[O:20])[CH2:18][CH2:17][CH2:16][CH2:15][CH2:14]1)=[O:11].[Cl-].[NH4+].[N-:39]=[N+:40]=[N-:41].[Na+].Cl. Product: [O:1]1[C:5]2[CH:6]=[CH:7][CH:8]=[CH:9][C:4]=2[CH:3]=[C:2]1[C:10]([NH:12][C:13]1([C:19]([NH:21][CH:22]2[CH2:27][CH2:26][N:25]([C:28]3[CH:33]=[CH:32][CH:31]=[CH:30][C:29]=3[C:34]3[NH:41][N:40]=[N:39][N:35]=3)[CH2:24][CH:23]2[OH:36])=[O:20])[CH2:18][CH2:17][CH2:16][CH2:15][CH2:14]1)=[O:11]. The catalyst class is: 35. (7) Reactant: [N:1]1[N:2]([C:6]2[CH:7]=[C:8]([NH:12][C:13]3[C:14]([C:27]#[N:28])=[N:15][CH:16]=[C:17]([NH:19][C@@H:20]4[CH2:25][CH2:24][CH2:23][CH2:22][C@@H:21]4[NH2:26])[N:18]=3)[CH:9]=[CH:10][CH:11]=2)[N:3]=[CH:4][CH:5]=1.[OH-].[Na+].OO.CC(O)=[O:35]. Product: [N:1]1[N:2]([C:6]2[CH:7]=[C:8]([NH:12][C:13]3[C:14]([C:27]([NH2:28])=[O:35])=[N:15][CH:16]=[C:17]([NH:19][C@@H:20]4[CH2:25][CH2:24][CH2:23][CH2:22][C@@H:21]4[NH2:26])[N:18]=3)[CH:9]=[CH:10][CH:11]=2)[N:3]=[CH:4][CH:5]=1. The catalyst class is: 593.